Dataset: Full USPTO retrosynthesis dataset with 1.9M reactions from patents (1976-2016). Task: Predict the reactants needed to synthesize the given product. (1) The reactants are: [CH2:1]([N:3]([CH2:25][CH3:26])[CH2:4][CH2:5][CH2:6][NH:7][C:8]1[N:17]=[C:16]([NH:18][CH:19]2[CH2:24][CH2:23][NH:22][CH2:21][CH2:20]2)[C:15]2[C:10](=[CH:11][CH:12]=[CH:13][CH:14]=2)[N:9]=1)[CH3:2].CN(C)C[CH2:30][CH2:31][NH:32][C:33]1N=[C:41](NC2CCNCC2)[C:40]2[C:35](=[CH:36][CH:37]=[CH:38][CH:39]=2)[N:34]=1.N1(C2C=CC=CC=2C=O)C=CN=C1.[BH3-]C#N.[Na+]. Given the product [N:34]1([C:35]2[CH:36]=[CH:37][CH:38]=[CH:39][C:40]=2[CH2:41][N:22]2[CH2:23][CH2:24][CH:19]([NH:18][C:16]3[C:15]4[C:10](=[CH:11][CH:12]=[CH:13][CH:14]=4)[N:9]=[C:8]([NH:7][CH2:6][CH2:5][CH2:4][N:3]([CH2:1][CH3:2])[CH2:25][CH3:26])[N:17]=3)[CH2:20][CH2:21]2)[CH:30]=[CH:31][N:32]=[CH:33]1, predict the reactants needed to synthesize it. (2) Given the product [F:1][C:2]1[CH:20]=[C:19]([N+:21]([O-:23])=[O:22])[CH:18]=[CH:17][C:3]=1[O:4][C:5]1[CH:10]=[CH:9][N:8]=[C:7]2[CH:11]=[C:12]([C:14]([Cl:27])=[O:15])[S:13][C:6]=12, predict the reactants needed to synthesize it. The reactants are: [F:1][C:2]1[CH:20]=[C:19]([N+:21]([O-:23])=[O:22])[CH:18]=[CH:17][C:3]=1[O:4][C:5]1[CH:10]=[CH:9][N:8]=[C:7]2[CH:11]=[C:12]([C:14](O)=[O:15])[S:13][C:6]=12.C(Cl)(=O)C([Cl:27])=O. (3) Given the product [Cl:17][C:14]1[CH:15]=[CH:16][C:11]([C:9]2[CH:10]=[C:4]3[CH:3]=[C:2]([C:26]4[CH:27]=[C:22]([CH:23]=[CH:24][CH:25]=4)[C:20]([O:19][CH3:18])=[O:21])[CH:7]=[CH:6][N:5]3[N:8]=2)=[CH:12][CH:13]=1, predict the reactants needed to synthesize it. The reactants are: Br[C:2]1[CH:7]=[CH:6][N:5]2[N:8]=[C:9]([C:11]3[CH:16]=[CH:15][C:14]([Cl:17])=[CH:13][CH:12]=3)[CH:10]=[C:4]2[CH:3]=1.[CH3:18][O:19][C:20]([C:22]1[CH:23]=[C:24](B(O)O)[CH:25]=[CH:26][CH:27]=1)=[O:21].C(=O)([O-])[O-].[Cs+].[Cs+]. (4) Given the product [C:15]([O:18][C:19](=[O:20])[NH:1][C:2]1[CH:6]=[CH:5][S:4][CH:3]=1)([CH3:17])([CH3:16])[CH3:14], predict the reactants needed to synthesize it. The reactants are: [NH2:1][C:2]1[CH:6]=[CH:5][S:4][CH:3]=1.CCN(CC)CC.[CH3:14][C:15]([O:18][C:19](O[C:19]([O:18][C:15]([CH3:17])([CH3:16])[CH3:14])=[O:20])=[O:20])([CH3:17])[CH3:16].CCCCCC.C(OCC)(=O)C. (5) Given the product [CH2:23]([O:25][C:26]([CH:28]1[CH2:33][CH2:32][N:31]([C:18]([C:15]2([C:14]([F:22])([F:21])[F:13])[CH2:17][CH2:16]2)=[O:19])[CH2:30][CH2:29]1)=[O:27])[CH3:24], predict the reactants needed to synthesize it. The reactants are: C(N1C=CN=C1)(N1C=CN=C1)=O.[F:13][C:14]([F:22])([F:21])[C:15]1([C:18](O)=[O:19])[CH2:17][CH2:16]1.[CH2:23]([O:25][C:26]([CH:28]1[CH2:33][CH2:32][NH:31][CH2:30][CH2:29]1)=[O:27])[CH3:24]. (6) Given the product [I:1][C:2]1[CH:7]=[CH:6][CH:5]=[CH:4][C:3]=1[C:8]1[NH:38][C:32]2[C:37]([C:9]=1[CH2:10][CH2:11][CH2:12][N:13]1[CH2:18][CH2:17][CH:16]([C:19]3[CH:20]=[C:21]([NH:25][C:26](=[O:30])[CH:27]([CH3:29])[CH3:28])[CH:22]=[CH:23][CH:24]=3)[CH2:15][CH2:14]1)=[CH:36][CH:35]=[CH:34][CH:33]=2, predict the reactants needed to synthesize it. The reactants are: [I:1][C:2]1[CH:7]=[CH:6][CH:5]=[CH:4][C:3]=1[C:8](=O)[CH2:9][CH2:10][CH2:11][CH2:12][N:13]1[CH2:18][CH2:17][CH:16]([C:19]2[CH:20]=[C:21]([NH:25][C:26](=[O:30])[CH:27]([CH3:29])[CH3:28])[CH:22]=[CH:23][CH:24]=2)[CH2:15][CH2:14]1.[C:32]1([NH:38]N)[CH:37]=[CH:36][CH:35]=[CH:34][CH:33]=1. (7) Given the product [CH2:9]([N:14]1[CH:13]=[C:12]2[C:7](=[CH:8][CH:9]([C:23]3[CH:28]=[CH:27][CH:26]=[C:25]([C:29]([F:32])([F:30])[F:31])[CH:24]=3)[C:10](=[O:22])[NH:11]2)[C:6]([OH:33])=[C:5]1[C:3]([NH:34][CH2:35][CH2:36][C:37]([OH:39])=[O:38])=[O:4])[C:23]1[CH:28]=[CH:27][CH:26]=[CH:25][CH:24]=1, predict the reactants needed to synthesize it. The reactants are: CO[C:3]([C:5]1[C:6]([OH:33])=[C:7]2[C:12](=[CH:13][N:14]=1)[N:11](CC1C=CC=CC=1)[C:10](=[O:22])[C:9]([C:23]1[CH:28]=[CH:27][CH:26]=[C:25]([C:29]([F:32])([F:31])[F:30])[CH:24]=1)=[CH:8]2)=[O:4].[NH2:34][CH2:35][CH2:36][C:37]([OH:39])=[O:38].C[O-].[Na+]. (8) Given the product [CH:1]([O:4][C:5]([N:7]1[CH2:12][CH2:11][CH:10]([C@H:13]([CH3:43])[CH2:14][CH2:15][CH2:16][C:17]2[CH:18]=[N:19][C:20]([N:23]3[CH2:27][C@H:26]([N:28]4[CH2:33][CH2:32][CH2:31][CH2:30][C:29]4=[O:34])[C@@H:25]([NH:35][C:36]([O:38][C:39]([CH3:41])([CH3:40])[CH3:42])=[O:37])[CH2:24]3)=[N:21][CH:22]=2)[CH2:9][CH2:8]1)=[O:6])([CH3:3])[CH3:2], predict the reactants needed to synthesize it. The reactants are: [CH:1]([O:4][C:5]([N:7]1[CH2:12][CH2:11][CH:10]([C@H:13]([CH3:43])[CH2:14][C:15]#[C:16][C:17]2[CH:18]=[N:19][C:20]([N:23]3[CH2:27][C@H:26]([N:28]4[CH2:33][CH2:32][CH2:31][CH2:30][C:29]4=[O:34])[C@@H:25]([NH:35][C:36]([O:38][C:39]([CH3:42])([CH3:41])[CH3:40])=[O:37])[CH2:24]3)=[N:21][CH:22]=2)[CH2:9][CH2:8]1)=[O:6])([CH3:3])[CH3:2].[H][H]. (9) Given the product [CH:2]([C:1]1[S:28][C:8]([C:9]2[CH:14]=[CH:13][CH:12]=[C:11]([N+:15]([O-:17])=[O:16])[CH:10]=2)=[N:7][N:6]=1)([CH3:4])[CH3:3], predict the reactants needed to synthesize it. The reactants are: [C:1]([NH:6][NH:7][C:8](=O)[C:9]1[CH:14]=[CH:13][CH:12]=[C:11]([N+:15]([O-:17])=[O:16])[CH:10]=1)(=O)[CH:2]([CH3:4])[CH3:3].COC1C=CC(P2(SP(C3C=CC(OC)=CC=3)(=S)S2)=[S:28])=CC=1.